From a dataset of Forward reaction prediction with 1.9M reactions from USPTO patents (1976-2016). Predict the product of the given reaction. (1) Given the reactants [CH:1](O)=[O:2].[NH2:4][C:5]1[C:6]2[CH:17]=[C:16]([C:18]([F:21])([F:20])[F:19])[CH:15]=[CH:14][C:7]=2[S:8][C:9]=1[C:10]([O:12][CH3:13])=[O:11], predict the reaction product. The product is: [CH:1]([NH:4][C:5]1[C:6]2[CH:17]=[C:16]([C:18]([F:21])([F:19])[F:20])[CH:15]=[CH:14][C:7]=2[S:8][C:9]=1[C:10]([O:12][CH3:13])=[O:11])=[O:2]. (2) Given the reactants [Cl:1][C:2]1[CH:10]=[C:9]2[C:5]([CH:6]=[C:7]([C:11](=[O:28])[NH:12][CH:13]([C:18]3[CH:23]=[CH:22][CH:21]=[C:20]([C:24]([F:27])([F:26])[F:25])[CH:19]=3)[C:14]([F:17])([F:16])[F:15])[NH:8]2)=[CH:4][C:3]=1[C:29]([O:31]CC)=[O:30].B(Br)(Br)Br.O, predict the reaction product. The product is: [Cl:1][C:2]1[CH:10]=[C:9]2[C:5]([CH:6]=[C:7]([C:11](=[O:28])[NH:12][CH:13]([C:18]3[CH:23]=[CH:22][CH:21]=[C:20]([C:24]([F:27])([F:26])[F:25])[CH:19]=3)[C:14]([F:16])([F:15])[F:17])[NH:8]2)=[CH:4][C:3]=1[C:29]([OH:31])=[O:30].